Task: Regression. Given two drug SMILES strings and cell line genomic features, predict the synergy score measuring deviation from expected non-interaction effect.. Dataset: NCI-60 drug combinations with 297,098 pairs across 59 cell lines Drug 1: CC1CCC2CC(C(=CC=CC=CC(CC(C(=O)C(C(C(=CC(C(=O)CC(OC(=O)C3CCCCN3C(=O)C(=O)C1(O2)O)C(C)CC4CCC(C(C4)OC)OCCO)C)C)O)OC)C)C)C)OC. Drug 2: CCC1(C2=C(COC1=O)C(=O)N3CC4=CC5=C(C=CC(=C5CN(C)C)O)N=C4C3=C2)O.Cl. Cell line: OVCAR-5. Synergy scores: CSS=13.2, Synergy_ZIP=-6.43, Synergy_Bliss=0.788, Synergy_Loewe=-11.5, Synergy_HSA=-0.0489.